Dataset: Reaction yield outcomes from USPTO patents with 853,638 reactions. Task: Predict the reaction yield, written as a fraction of the theoretical maximum amount of product (1.0 means a 100% yield; for example, 0.34 means a 34% yield). (1) The reactants are [C:1]1([C:7]2[NH:8][C:9]3[C:14]([C:15]=2[CH:16]=O)=[CH:13][CH:12]=[CH:11][CH:10]=3)[CH:6]=[CH:5][CH:4]=[CH:3][CH:2]=1.[C:18]([C:22]([CH2:24][C:25]#[N:26])=[O:23])([CH3:21])([CH3:20])[CH3:19]. No catalyst specified. The product is [C:1]1([C:7]2[NH:8][C:9]3[C:14]([C:15]=2[CH:16]=[C:24]([C:22]([C:18]([CH3:21])([CH3:20])[CH3:19])=[O:23])[C:25]#[N:26])=[CH:13][CH:12]=[CH:11][CH:10]=3)[CH:2]=[CH:3][CH:4]=[CH:5][CH:6]=1. The yield is 0.180. (2) The reactants are [C:1]([O:5][C:6]([N:8]1[CH2:12][CH2:11][CH2:10][C@H:9]1[CH2:13][O:14][C:15]1[CH:24]=[CH:23][C:18]([C:19]([O:21][CH3:22])=[O:20])=[CH:17][CH:16]=1)=[O:7])([CH3:4])([CH3:3])[CH3:2]. The catalyst is CCO.CC(O)=O.[Rh]. The product is [C:1]([O:5][C:6]([N:8]1[CH2:12][CH2:11][CH2:10][C@H:9]1[CH2:13][O:14][C@@H:15]1[CH2:24][CH2:23][C@H:18]([C:19]([O:21][CH3:22])=[O:20])[CH2:17][CH2:16]1)=[O:7])([CH3:4])([CH3:3])[CH3:2]. The yield is 0.890.